This data is from Full USPTO retrosynthesis dataset with 1.9M reactions from patents (1976-2016). The task is: Predict the reactants needed to synthesize the given product. (1) Given the product [CH3:19][C:20]1[CH:25]=[CH:24][C:23]([CH3:26])=[CH:22][C:21]=1[CH2:27][C:28]([NH:1][N:2]1[N:11]=[C:10]([N:12]2[CH2:17][CH2:16][O:15][CH2:14][CH2:13]2)[C:9]2[C:4](=[CH:5][CH:6]=[CH:7][CH:8]=2)[C:3]1=[O:18])=[O:29], predict the reactants needed to synthesize it. The reactants are: [NH2:1][N:2]1[N:11]=[C:10]([N:12]2[CH2:17][CH2:16][O:15][CH2:14][CH2:13]2)[C:9]2[C:4](=[CH:5][CH:6]=[CH:7][CH:8]=2)[C:3]1=[O:18].[CH3:19][C:20]1[CH:25]=[CH:24][C:23]([CH3:26])=[CH:22][C:21]=1[CH2:27][C:28](O)=[O:29]. (2) Given the product [CH3:52][N:55]1[CH2:15][CH2:14][N:13]([CH2:10][CH2:12][N:50]2[CH2:19][C:44]3[CH:43]=[C:42](/[CH:3]=[CH:2]/[C:1]([O:5][C:6]([CH3:9])([CH3:8])[CH3:7])=[O:4])[CH:47]=[N:46][C:45]=3[NH:48][C:49]2=[O:51])[CH2:16][CH2:18]1, predict the reactants needed to synthesize it. The reactants are: [C:1]([O:5][C:6]([CH3:9])([CH3:8])[CH3:7])(=[O:4])[CH:2]=[CH2:3].[CH:10]([N:13]([CH:16]([CH3:18])C)[CH2:14][CH3:15])([CH3:12])C.[CH3:19]C1C=CC=CC=1P(C1C=CC=CC=1C)C1C=CC=CC=1C.Br[C:42]1[CH:43]=[C:44]2[NH:50][C:49](=[O:51])[NH:48][C:45]2=[N:46][CH:47]=1.[C:52](#[N:55])CC. (3) Given the product [N+:1]([C:4]1[CH:5]=[N:6][N:7]([CH:10]2[CH2:11][N:12]([C:14]([O:16][C:17]([CH3:20])([CH3:19])[CH3:18])=[O:15])[CH2:13]2)[CH:8]=1)([O-:3])=[O:2], predict the reactants needed to synthesize it. The reactants are: [N+:1]([C:4]1[CH:5]=[N:6][NH:7][CH:8]=1)([O-:3])=[O:2].O[CH:10]1[CH2:13][N:12]([C:14]([O:16][C:17]([CH3:20])([CH3:19])[CH3:18])=[O:15])[CH2:11]1.C1(P(C2C=CC=CC=2)C2C=CC=CC=2)C=CC=CC=1.N(/C(OC(C)(C)C)=O)=N\C(OC(C)(C)C)=O. (4) The reactants are: Cl[C:2]1[N:3]=[CH:4][S:5][C:6]=1[CH:7]=[O:8].[Na+].[N:10]1[CH:15]=[CH:14][CH:13]=[CH:12][C:11]=1[S:16]([O-:18])=[O:17]. Given the product [N:10]1[CH:15]=[CH:14][CH:13]=[CH:12][C:11]=1[S:16]([C:2]1[N:3]=[CH:4][S:5][C:6]=1[CH:7]=[O:8])(=[O:18])=[O:17], predict the reactants needed to synthesize it. (5) Given the product [CH3:1][C:2]1[CH:7]=[CH:6][C:5]([C:8]2[CH:13]=[CH:12][C:11]([C:14]([NH:32][NH2:33])=[O:16])=[CH:10][CH:9]=2)=[CH:4][CH:3]=1, predict the reactants needed to synthesize it. The reactants are: [CH3:1][C:2]1[CH:7]=[CH:6][C:5]([C:8]2[CH:13]=[CH:12][C:11]([C:14]([OH:16])=O)=[CH:10][CH:9]=2)=[CH:4][CH:3]=1.CN1CCOCC1.ClC(OCC(C)C)=O.[NH2:32][NH2:33].C([O-])(O)=O.[Na+]. (6) Given the product [CH3:2][O:3][C:4](=[O:24])[CH2:5][C@H:6]1[CH2:7][CH2:8][C@H:9]([C:12]2[CH:13]=[CH:14][C:15]([NH:18][C:19](=[O:23])[CH2:20][CH2:21][NH:22][C:49]([C:47]3[N:48]=[C:44]([C:38]4[CH:39]=[CH:40][C:41]([Cl:43])=[CH:42][C:37]=4[Cl:36])[O:45][C:46]=3[C:52]([F:55])([F:54])[F:53])=[O:50])=[CH:16][CH:17]=2)[CH2:10][CH2:11]1, predict the reactants needed to synthesize it. The reactants are: Cl.[CH3:2][O:3][C:4](=[O:24])[CH2:5][C@H:6]1[CH2:11][CH2:10][C@H:9]([C:12]2[CH:17]=[CH:16][C:15]([NH:18][C:19](=[O:23])[CH2:20][CH2:21][NH2:22])=[CH:14][CH:13]=2)[CH2:8][CH2:7]1.CCN=C=NCCCN(C)C.[Cl:36][C:37]1[CH:42]=[C:41]([Cl:43])[CH:40]=[CH:39][C:38]=1[C:44]1[O:45][C:46]([C:52]([F:55])([F:54])[F:53])=[C:47]([C:49](O)=[O:50])[N:48]=1.C1C=CC2N(O)N=NC=2C=1.C(N(C(C)C)C(C)C)C.